Task: Regression. Given a peptide amino acid sequence and an MHC pseudo amino acid sequence, predict their binding affinity value. This is MHC class I binding data.. Dataset: Peptide-MHC class I binding affinity with 185,985 pairs from IEDB/IMGT (1) The peptide sequence is EQDGITYYL. The MHC is HLA-A02:11 with pseudo-sequence HLA-A02:11. The binding affinity (normalized) is 0.723. (2) The peptide sequence is MPASWVMRI. The MHC is HLA-B07:02 with pseudo-sequence HLA-B07:02. The binding affinity (normalized) is 0.526. (3) The peptide sequence is PVKTDIVNTT. The MHC is HLA-A02:01 with pseudo-sequence HLA-A02:01. The binding affinity (normalized) is 0.288. (4) The peptide sequence is GYMFESKSM. The MHC is HLA-A69:01 with pseudo-sequence HLA-A69:01. The binding affinity (normalized) is 0.0847. (5) The peptide sequence is VTDYVHEGV. The MHC is HLA-A68:02 with pseudo-sequence HLA-A68:02. The binding affinity (normalized) is 0.653.